From a dataset of Forward reaction prediction with 1.9M reactions from USPTO patents (1976-2016). Predict the product of the given reaction. (1) Given the reactants I[C:2]1[CH:7]=[CH:6][C:5]([O:8][CH2:9][CH2:10][CH2:11][N:12]2[CH2:17][CH2:16][CH2:15][C:14]([CH3:19])([CH3:18])[CH2:13]2)=[CH:4][CH:3]=1.[Li]CCCC.[C:25]([N:32]1[CH2:37][CH2:36][C:35](=[O:38])[CH2:34][CH2:33]1)([O:27][C:28]([CH3:31])([CH3:30])[CH3:29])=[O:26], predict the reaction product. The product is: [CH3:18][C:14]1([CH3:19])[CH2:15][CH2:16][CH2:17][N:12]([CH2:11][CH2:10][CH2:9][O:8][C:5]2[CH:6]=[CH:7][C:2]([C:35]3([OH:38])[CH2:34][CH2:33][N:32]([C:25]([O:27][C:28]([CH3:30])([CH3:29])[CH3:31])=[O:26])[CH2:37][CH2:36]3)=[CH:3][CH:4]=2)[CH2:13]1. (2) Given the reactants [CH3:1][C:2]1([N:8]2[CH2:13][CH2:12][O:11][CH2:10][CH2:9]2)[CH2:7][CH2:6][NH:5][CH2:4][CH2:3]1.[O:14]=[C:15]1[N:21]([CH:22]2[CH2:27][CH2:26][N:25]([C:28]([O:30][C@@H:31]([C:42](O)=[O:43])[CH2:32][C:33]3[CH:38]=[C:37]([CH3:39])[C:36]([OH:40])=[C:35]([CH3:41])[CH:34]=3)=[O:29])[CH2:24][CH2:23]2)[CH2:20][CH2:19][C:18]2[CH:45]=[CH:46][CH:47]=[CH:48][C:17]=2[NH:16]1.CN(C(ON1N=NC2C=CC=CC1=2)=[N+](C)C)C.[B-](F)(F)(F)F.C(N(CC)CC)C.C([O-])(O)=O.[Na+], predict the reaction product. The product is: [O:14]=[C:15]1[N:21]([CH:22]2[CH2:23][CH2:24][N:25]([C:28]([O:30][C@H:31]([CH2:32][C:33]3[CH:34]=[C:35]([CH3:41])[C:36]([OH:40])=[C:37]([CH3:39])[CH:38]=3)[C:42]([N:5]3[CH2:6][CH2:7][C:2]([CH3:1])([N:8]4[CH2:9][CH2:10][O:11][CH2:12][CH2:13]4)[CH2:3][CH2:4]3)=[O:43])=[O:29])[CH2:26][CH2:27]2)[CH2:20][CH2:19][C:18]2[CH:45]=[CH:46][CH:47]=[CH:48][C:17]=2[NH:16]1. (3) Given the reactants Br[CH:2]([C:6]1[CH:11]=[CH:10][C:9]([C:12]([O:14][CH3:15])=[O:13])=[CH:8][CH:7]=1)[C:3]([OH:5])=[O:4].[NH2:16][C:17]1[CH:22]=[CH:21][CH:20]=[CH:19][CH:18]=1.[CH3:23][CH2:24][N:25]([CH:29]([CH3:31])[CH3:30])[CH:26]([CH3:28])[CH3:27], predict the reaction product. The product is: [CH3:15][O:14][C:12]([C:9]1[CH:10]=[CH:11][C:6]([CH:2]([NH:16][C:17]2[CH:22]=[CH:21][CH:20]=[CH:19][CH:18]=2)[C:3]([OH:5])=[O:4])=[CH:7][CH:8]=1)=[O:13].[CH2:24]([N:25]([CH:29]([CH3:31])[CH3:30])[CH:26]([CH3:28])[CH3:27])[CH3:23]. (4) Given the reactants C(OC(N[C@@H](C(C)C)C(O)=O)=O)(C)(C)C.C(OC(NC(C(C)(C)C)C(O)=O)=O)(C)(C)C.[NH2:32][C@H:33]1[C:41]2[C:36](=[CH:37][CH:38]=[CH:39][CH:40]=2)[CH2:35][C@H:34]1[OH:42].C(OC(=O)NC(C(=O)NC1C2C(=CC=CC=2)CC1O)C(C)(C)C)(C)(C)C.ClNC(=O)[O-].C([O:76][C:77]([C:79]1([NH:84][C:85]([CH:87]2[CH2:91][CH:90]([O:92][C:93]3[C:102]4[C:97](=[CH:98][C:99]([O:103][CH3:104])=[CH:100][CH:101]=4)[N:96]=[C:95]([C:105]4[CH:110]=[CH:109][CH:108]=[CH:107][CH:106]=4)[CH:94]=3)[CH2:89][N:88]2[C:111](=[O:131])[NH:112][CH:113]([C:118](=[O:130])NC2C3C(=CC=CC=3)CC2O)[C:114](C)([CH3:116])[CH3:115])=[O:86])[CH2:81][CH:80]1[CH:82]=[CH2:83])=[O:78])C, predict the reaction product. The product is: [OH:42][C@@H:34]1[CH2:35][C:36]2[C:41](=[CH:40][CH:39]=[CH:38][CH:37]=2)[C@@H:33]1[NH:32][C:118]([C@@H:113]([NH:112][C:111]([N:88]1[CH2:89][C@H:90]([O:92][C:93]2[C:102]3[C:97](=[CH:98][C:99]([O:103][CH3:104])=[CH:100][CH:101]=3)[N:96]=[C:95]([C:105]3[CH:106]=[CH:107][CH:108]=[CH:109][CH:110]=3)[CH:94]=2)[CH2:91][C@H:87]1[C:85]([NH:84][C@:79]1([C:77]([OH:78])=[O:76])[CH2:81][C@H:80]1[CH:82]=[CH2:83])=[O:86])=[O:131])[CH:114]([CH3:116])[CH3:115])=[O:130]. (5) Given the reactants [Br:1][C:2]1[N:7]=[CH:6][C:5]([C@H:8]([NH:10]S(C(C)(C)C)=O)[CH3:9])=[CH:4][CH:3]=1.[ClH:17].O1CCOCC1.CCOCC, predict the reaction product. The product is: [ClH:17].[Br:1][C:2]1[N:7]=[CH:6][C:5]([C@H:8]([NH2:10])[CH3:9])=[CH:4][CH:3]=1.